Dataset: Retrosynthesis with 50K atom-mapped reactions and 10 reaction types from USPTO. Task: Predict the reactants needed to synthesize the given product. (1) Given the product Brc1ccc(Oc2ccc(Oc3ccccc3)cc2)nc1, predict the reactants needed to synthesize it. The reactants are: Fc1ccc(Br)cn1.Oc1ccc(Oc2ccccc2)cc1. (2) The reactants are: CCC=CC(=O)Cl.COc1cc2nc(N3CCNCC3)nc(N)c2cc1OC. Given the product CCC=CC(=O)N1CCN(c2nc(N)c3cc(OC)c(OC)cc3n2)CC1, predict the reactants needed to synthesize it. (3) Given the product Cn1cnc(S(=O)(=O)N2C[C@@H](NCc3ccccc3)[C@H](c3ccc(F)cc3)C2)c1, predict the reactants needed to synthesize it. The reactants are: Cn1cnc(S(=O)(=O)N2C[C@@H](N)[C@H](c3ccc(F)cc3)C2)c1.O=Cc1ccccc1. (4) Given the product CC(Oc1c(C(=O)NC(C)(C)C(=O)O)ccc2ccccc12)c1nc2ccccc2s1, predict the reactants needed to synthesize it. The reactants are: COC(=O)C(C)(C)NC(=O)c1ccc2ccccc2c1OC(C)c1nc2ccccc2s1. (5) Given the product CNC(=O)O[C@@H]1OC=C(C(=O)OCc2ccccc2)[C@H]2CC=C(C)[C@H]12, predict the reactants needed to synthesize it. The reactants are: CC1=CC[C@@H]2C(C(=O)OCc3ccccc3)=CO[C@H](O)[C@@H]12.CN=C=O.